Dataset: Forward reaction prediction with 1.9M reactions from USPTO patents (1976-2016). Task: Predict the product of the given reaction. (1) The product is: [F:35][C:2]([F:1])([CH2:27][O:28][C:29]1[CH:30]=[CH:31][CH:32]=[CH:33][CH:34]=1)[CH2:3][CH2:4][C@H:5]1[C@H:9]([O:10][CH:11]2[CH2:16][CH2:15][CH2:14][CH2:13][O:12]2)[CH2:8][C:7](=[O:17])[C@@H:6]1[CH2:18]/[CH:19]=[CH:20]\[CH2:21][CH2:22][CH2:23][C:24]([OH:26])=[O:25]. Given the reactants [F:1][C:2]([F:35])([CH2:27][O:28][C:29]1[CH:34]=[CH:33][CH:32]=[CH:31][CH:30]=1)[CH2:3][CH2:4][C@H:5]1[C@H:9]([O:10][CH:11]2[CH2:16][CH2:15][CH2:14][CH2:13][O:12]2)[CH2:8][C@H:7]([OH:17])[C@@H:6]1[CH2:18]/[CH:19]=[CH:20]\[CH2:21][CH2:22][CH2:23][C:24]([OH:26])=[O:25].C1C=C[NH+]=CC=1.[O-][Cr](Cl)(=O)=O, predict the reaction product. (2) Given the reactants [OH:1][C:2]1[N:7]2[N:8]=[CH:9][C:10]([C:11]([O:13]CC)=[O:12])=[C:6]2[N:5]=[C:4]([C:16]2[CH:21]=[CH:20][CH:19]=[CH:18][N:17]=2)[CH:3]=1.[OH-].[Na+].C(O)C.Cl, predict the reaction product. The product is: [OH:1][C:2]1[N:7]2[N:8]=[CH:9][C:10]([C:11]([OH:13])=[O:12])=[C:6]2[N:5]=[C:4]([C:16]2[CH:21]=[CH:20][CH:19]=[CH:18][N:17]=2)[CH:3]=1.